This data is from Catalyst prediction with 721,799 reactions and 888 catalyst types from USPTO. The task is: Predict which catalyst facilitates the given reaction. Reactant: FC(F)(F)C(O)=O.[CH3:8][CH:9]([O:11][C:12]1[CH:19]=[CH:18][C:17]([C:20]2[O:24][N:23]=[C:22]([C:25]3[CH:26]=[C:27]4[C:32](=[CH:33][CH:34]=3)[CH2:31][NH:30][CH2:29][CH2:28]4)[N:21]=2)=[CH:16][C:13]=1[C:14]#[N:15])[CH3:10].C(=O)([O-])[O-].[K+].[K+].Br[CH2:42][C:43]([O:45][C:46]([CH3:49])([CH3:48])[CH3:47])=[O:44]. Product: [C:14]([C:13]1[CH:16]=[C:17]([C:20]2[O:24][N:23]=[C:22]([C:25]3[CH:26]=[C:27]4[C:32](=[CH:33][CH:34]=3)[CH2:31][N:30]([CH2:42][C:43]([O:45][C:46]([CH3:49])([CH3:48])[CH3:47])=[O:44])[CH2:29][CH2:28]4)[N:21]=2)[CH:18]=[CH:19][C:12]=1[O:11][CH:9]([CH3:8])[CH3:10])#[N:15]. The catalyst class is: 115.